From a dataset of Full USPTO retrosynthesis dataset with 1.9M reactions from patents (1976-2016). Predict the reactants needed to synthesize the given product. (1) Given the product [NH:37]1[C:38]2[C:34](=[C:33]([C:2]3[N:3]=[C:4]([N:19]4[CH2:24][CH2:23][O:22][CH2:21][CH2:20]4)[C:5]4[S:10][C:9]([NH:11][C:12](=[O:18])[CH2:13][C:14]([CH3:17])([CH3:16])[CH3:15])=[CH:8][C:6]=4[N:7]=3)[CH:41]=[CH:40][CH:39]=2)[CH:35]=[N:36]1, predict the reactants needed to synthesize it. The reactants are: Cl[C:2]1[N:3]=[C:4]([N:19]2[CH2:24][CH2:23][O:22][CH2:21][CH2:20]2)[C:5]2[S:10][C:9]([NH:11][C:12](=[O:18])[CH2:13][C:14]([CH3:17])([CH3:16])[CH3:15])=[CH:8][C:6]=2[N:7]=1.CC1(C)C(C)(C)OB([C:33]2[CH:41]=[CH:40][CH:39]=[C:38]3[C:34]=2[CH:35]=[N:36][NH:37]3)O1. (2) Given the product [Cl:15][C:16]1[CH:34]=[C:33]([F:35])[C:32]([N:36]2[C:4](=[O:6])[CH:3]=[C:2]([C:9]([F:10])([F:11])[F:12])[NH:1][C:37]2=[O:38])=[CH:31][C:17]=1[O:18][C:19]1[CH:30]=[CH:29][CH:28]=[CH:27][C:20]=1[O:21][CH2:22][C:23]([O:25][CH3:26])=[O:24], predict the reactants needed to synthesize it. The reactants are: [NH2:1]/[C:2](/[C:9]([F:12])([F:11])[F:10])=[CH:3]\[C:4]([O:6]CC)=O.[H-].[Na+].[Cl:15][C:16]1[CH:34]=[C:33]([F:35])[C:32]([NH:36][C:37](OC)=[O:38])=[CH:31][C:17]=1[O:18][C:19]1[CH:30]=[CH:29][CH:28]=[CH:27][C:20]=1[O:21][CH2:22][C:23]([O:25][CH3:26])=[O:24].Cl. (3) Given the product [C:59]([O:58][C:56]([NH:63][CH:68]1[CH2:67][CH2:66][C:65]([C:18]2[CH:8]=[C:9]([CH:15]=[CH:16][CH:17]=2)[C:10]([O:12][CH2:13][CH3:14])=[O:11])=[CH:64][CH2:29]1)=[O:57])([CH3:60])([CH3:61])[CH3:62], predict the reactants needed to synthesize it. The reactants are: OC1CCC([C:8]2[CH:18]=[CH:17][CH:16]=[CH:15][C:9]=2[C:10]([O:12][CH2:13][CH3:14])=[O:11])=CC1.CS(Cl)(=O)=O.[N-]=[N+]=[N-].[Na+].O.[C:29]1(P(C2C=CC=CC=2)C2C=CC=CC=2)C=CC=CC=1.[C:56](O[C:56]([O:58][C:59]([CH3:62])([CH3:61])[CH3:60])=[O:57])([O:58][C:59]([CH3:62])([CH3:61])[CH3:60])=[O:57].[N:63]1[CH:68]=[CH:67][CH:66]=[CH:65][CH:64]=1. (4) The reactants are: Cl[C:2]1[CH:7]=[CH:6][N:5]=[C:4]2[CH:8]=[C:9]([C:11]([N:13]([CH2:15][CH2:16][CH2:17][N:18]([CH3:20])[CH3:19])[CH3:14])=[O:12])[S:10][C:3]=12.[OH:21][C:22]1[CH:30]=[C:29]2[C:25]([C:26]([C:33]([NH:35][CH3:36])=[O:34])=[C:27]([CH3:32])[N:28]2[CH3:31])=[CH:24][CH:23]=1.C([O-])([O-])=O.[Cs+].[Cs+]. Given the product [CH3:19][N:18]([CH3:20])[CH2:17][CH2:16][CH2:15][N:13]([CH3:14])[C:11]([C:9]1[S:10][C:3]2[C:4](=[N:5][CH:6]=[CH:7][C:2]=2[O:21][C:22]2[CH:30]=[C:29]3[C:25]([C:26]([C:33]([NH:35][CH3:36])=[O:34])=[C:27]([CH3:32])[N:28]3[CH3:31])=[CH:24][CH:23]=2)[CH:8]=1)=[O:12], predict the reactants needed to synthesize it.